From a dataset of Full USPTO retrosynthesis dataset with 1.9M reactions from patents (1976-2016). Predict the reactants needed to synthesize the given product. (1) Given the product [CH3:1][O:2][CH2:3][O:4][C:5]1[C:6]([C:18]2[CH:19]=[CH:20][CH:21]=[CH:22][CH:23]=2)=[C:7]([CH2:15][CH2:16][O:17][CH3:26])[CH:8]=[C:9]([O:11][CH2:12][O:13][CH3:14])[CH:10]=1, predict the reactants needed to synthesize it. The reactants are: [CH3:1][O:2][CH2:3][O:4][C:5]1[C:6]([C:18]2[CH:23]=[CH:22][CH:21]=[CH:20][CH:19]=2)=[C:7]([CH2:15][CH2:16][OH:17])[CH:8]=[C:9]([O:11][CH2:12][O:13][CH3:14])[CH:10]=1.[H-].[Na+].[CH3:26]I.O. (2) Given the product [CH3:25][C:22]1[CH:23]=[CH:24][C:19]([C:14]2[CH2:15][CH2:16][CH2:17][CH2:18][C:13]=2[C:11]([NH:10][C:7]2[CH:6]=[CH:5][C:4]([NH:3][CH2:26][CH2:27][C:28]3[CH:33]=[CH:32][CH:31]=[CH:30][N:29]=3)=[CH:9][CH:8]=2)=[O:12])=[CH:20][CH:21]=1, predict the reactants needed to synthesize it. The reactants are: C([N:3]([CH2:26][CH2:27][C:28]1[CH:33]=[CH:32][CH:31]=[CH:30][N:29]=1)[C:4]1[CH:9]=[CH:8][C:7]([NH:10][C:11]([C:13]2[CH2:18][CH2:17][CH2:16][CH2:15][C:14]=2[C:19]2[CH:24]=[CH:23][C:22]([CH3:25])=[CH:21][CH:20]=2)=[O:12])=[CH:6][CH:5]=1)=O.Cl.C(OCC)(=O)C.C(=O)([O-])[O-].[K+].[K+]. (3) Given the product [F:19][C:15]1([CH2:14][N:11]2[CH2:12][CH2:13][CH:8]([CH2:7][O:6][C:5]3[CH:20]=[CH:21][C:2]([C:29]4[CH:30]=[CH:31][C:26]([C:24]([O:23][CH3:22])=[O:25])=[CH:27][CH:28]=4)=[CH:3][CH:4]=3)[CH2:9][CH2:10]2)[CH2:18][CH2:17][CH2:16]1, predict the reactants needed to synthesize it. The reactants are: Br[C:2]1[CH:21]=[CH:20][C:5]([O:6][CH2:7][CH:8]2[CH2:13][CH2:12][N:11]([CH2:14][C:15]3([F:19])[CH2:18][CH2:17][CH2:16]3)[CH2:10][CH2:9]2)=[CH:4][CH:3]=1.[CH3:22][O:23][C:24]([C:26]1[CH:31]=[CH:30][C:29](B(O)O)=[CH:28][CH:27]=1)=[O:25].C([O-])([O-])=O.[Cs+].[Cs+]. (4) The reactants are: C[Si](C)(C)[O:3][C:4]1[CH2:9][CH2:8][N:7]([C:10]([O:12][C:13]([CH3:16])([CH3:15])[CH3:14])=[O:11])[CH2:6][CH:5]=1.[Cl:19]N1C(=O)CCC1=O.C([O-])(=O)C.[Na+]. Given the product [Cl:19][CH:9]1[C:4](=[O:3])[CH2:5][CH2:6][N:7]([C:10]([O:12][C:13]([CH3:16])([CH3:15])[CH3:14])=[O:11])[CH2:8]1, predict the reactants needed to synthesize it.